Dataset: Full USPTO retrosynthesis dataset with 1.9M reactions from patents (1976-2016). Task: Predict the reactants needed to synthesize the given product. (1) Given the product [CH:22]([N:21]1[C:5]2=[CH:6][C:7]3[C:8]([CH3:20])([CH3:19])[C:9](=[O:18])[N:10]([CH2:13][CH2:14][CH2:15][CH2:16][CH3:17])[C:11]=3[CH:12]=[C:4]2[N:3]=[C:2]1[NH:1][C:25](=[O:32])[C:26]1[CH:31]=[CH:30][CH:29]=[CH:28][CH:27]=1)([CH3:23])[CH3:24], predict the reactants needed to synthesize it. The reactants are: [NH2:1][C:2]1[N:21]([CH:22]([CH3:24])[CH3:23])[C:5]2=[CH:6][C:7]3[C:8]([CH3:20])([CH3:19])[C:9](=[O:18])[N:10]([CH2:13][CH2:14][CH2:15][CH2:16][CH3:17])[C:11]=3[CH:12]=[C:4]2[N:3]=1.[C:25](Cl)(=[O:32])[C:26]1[CH:31]=[CH:30][CH:29]=[CH:28][CH:27]=1. (2) Given the product [CH3:12][C:8]1[CH:7]=[C:6]([O:5][C:4]2[CH:3]=[CH:2][C:17]([NH2:18])=[CH:16][CH:15]=2)[CH:11]=[CH:10][N:9]=1, predict the reactants needed to synthesize it. The reactants are: N[C:2]1[CH:3]=[C:4]([CH:15]=[CH:16][CH:17]=1)[O:5][C:6]1[CH:11]=[CH:10][N:9]=[C:8]([C:12](N)=O)[CH:7]=1.[NH2:18]C1C=CC(O)=CC=1.ClC1C=CN=C(C)C=1.